This data is from Peptide-MHC class I binding affinity with 185,985 pairs from IEDB/IMGT. The task is: Regression. Given a peptide amino acid sequence and an MHC pseudo amino acid sequence, predict their binding affinity value. This is MHC class I binding data. (1) The peptide sequence is ALTDLGLLYT. The MHC is HLA-A68:02 with pseudo-sequence HLA-A68:02. The binding affinity (normalized) is 0. (2) The peptide sequence is VESMNKEL. The MHC is H-2-Kk with pseudo-sequence H-2-Kk. The binding affinity (normalized) is 0.655. (3) The peptide sequence is HKNPNDVDII. The MHC is H-2-Db with pseudo-sequence H-2-Db. The binding affinity (normalized) is 0.